The task is: Predict the product of the given reaction.. This data is from Forward reaction prediction with 1.9M reactions from USPTO patents (1976-2016). (1) Given the reactants ClC(Cl)(O[C:5](=[O:11])OC(Cl)(Cl)Cl)Cl.[Br:13][C:14]1[C:19]([CH3:20])=[CH:18][C:17]([NH2:21])=[CH:16][C:15]=1[CH3:22].O, predict the reaction product. The product is: [Br:13][C:14]1[C:19]([CH3:20])=[CH:18][C:17]([N:21]=[C:5]=[O:11])=[CH:16][C:15]=1[CH3:22]. (2) The product is: [CH3:38][C:35]1([CH3:39])[O:34][C@@H:33]([CH2:32][CH2:31][NH:30][C:29]([CH:8]2[N:7]3[CH:6]([CH2:5][C:4]([CH3:41])([CH3:42])[C:3]3=[O:2])[C:10]([C:13]3[CH:18]=[CH:17][C:16]([Cl:19])=[CH:15][C:14]=3[F:20])([C:11]#[N:12])[CH:9]2[C:21]2[CH:26]=[CH:25][CH:24]=[C:23]([Cl:27])[C:22]=2[F:28])=[O:40])[CH2:37][O:36]1. Given the reactants C[O:2][C:3](=O)[C:4]([CH3:42])([CH3:41])[CH2:5][C@H:6]1[C@@:10]([C:13]2[CH:18]=[CH:17][C:16]([Cl:19])=[CH:15][C:14]=2[F:20])([C:11]#[N:12])[C@@H:9]([C:21]2[CH:26]=[CH:25][CH:24]=[C:23]([Cl:27])[C:22]=2[F:28])[C@H:8]([C:29](=[O:40])[NH:30][CH2:31][CH2:32][C@H:33]2[CH2:37][O:36][C:35]([CH3:39])([CH3:38])[O:34]2)[NH:7]1.O[Li].O, predict the reaction product. (3) Given the reactants [C:1]([O:8][CH3:9])(=[O:7])[CH2:2][C:3]([O:5][CH3:6])=[O:4].[CH2:10]=[CH:11][CH2:12][CH2:13][CH2:14]CCC.O=O.O=[C:21]([CH2:32][CH2:33][CH2:34][CH2:35][CH2:36][CH3:37])[CH2:22][CH:23]([C:28]([O:30][CH3:31])=[O:29])[C:24]([O:26][CH3:27])=[O:25].CO[C:40]([CH:42]1[CH2:47][CH:46]([CH2:48][CH2:49][CH2:50][CH2:51][CH2:52][CH3:53])O[C:43]1=O)=O, predict the reaction product. The product is: [CH2:22]([CH:23]([C:28]([O:30][CH3:31])=[O:29])[C:24]([O:26][CH3:27])=[O:25])[CH2:21][CH2:32][CH2:33][CH2:34][CH2:35][CH2:36][CH3:37].[CH2:47]([CH:42]([CH2:43][CH2:10][CH2:11][CH2:12][CH2:13][CH3:14])[CH2:40][CH:2]([C:1]([O:8][CH3:9])=[O:7])[C:3]([O:5][CH3:6])=[O:4])[CH2:46][CH2:48][CH2:49][CH2:50][CH2:51][CH2:52][CH3:53]. (4) Given the reactants [C:1]([O:5][C:6]([N:8]1[CH2:13][CH2:12][CH:11]([C:14]2[N:18]([C:19]3[CH:24]=[CH:23][C:22]([O:25][C:26]4[CH:31]=[CH:30][CH:29]=[CH:28][CH:27]=4)=[CH:21][CH:20]=3)[N:17]=[C:16]([C:32]([OH:34])=O)[CH:15]=2)[CH2:10][CH2:9]1)=[O:7])([CH3:4])([CH3:3])[CH3:2].C[N:36](C(ON1N=NC2C=CC=NC1=2)=[N+](C)C)C.F[P-](F)(F)(F)(F)F.CCN(C(C)C)C(C)C.[NH4+].[Cl-], predict the reaction product. The product is: [C:1]([O:5][C:6]([N:8]1[CH2:13][CH2:12][CH:11]([C:14]2[N:18]([C:19]3[CH:20]=[CH:21][C:22]([O:25][C:26]4[CH:31]=[CH:30][CH:29]=[CH:28][CH:27]=4)=[CH:23][CH:24]=3)[N:17]=[C:16]([C:32](=[O:34])[NH2:36])[CH:15]=2)[CH2:10][CH2:9]1)=[O:7])([CH3:2])([CH3:4])[CH3:3]. (5) Given the reactants [ClH:1].C([O:4][C:5](=[O:27])[C@@H:6]([O:24][CH2:25][CH3:26])[CH2:7][C:8]1[CH:13]=[CH:12][C:11]([O:14][CH2:15][CH2:16][C:17]2[CH:22]=[CH:21][C:20]([NH2:23])=[CH:19][CH:18]=2)=[CH:10][CH:9]=1)C.[OH-].[Li+], predict the reaction product. The product is: [ClH:1].[NH2:23][C:20]1[CH:19]=[CH:18][C:17]([CH2:16][CH2:15][O:14][C:11]2[CH:12]=[CH:13][C:8]([CH2:7][C@H:6]([O:24][CH2:25][CH3:26])[C:5]([OH:27])=[O:4])=[CH:9][CH:10]=2)=[CH:22][CH:21]=1. (6) Given the reactants [C:1]([O:5][C:6](=[O:14])[CH2:7][N:8]1[CH:12]=[CH:11][C:10]([NH2:13])=[N:9]1)([CH3:4])([CH3:3])[CH3:2].[C:15]([N:23]=[C:24]=[S:25])(=[O:22])[C:16]1[CH:21]=[CH:20][CH:19]=[CH:18][CH:17]=1, predict the reaction product. The product is: [C:1]([O:5][C:6](=[O:14])[CH2:7][N:8]1[CH:12]=[CH:11][C:10]([NH:13][C:24]([NH:23][C:15](=[O:22])[C:16]2[CH:17]=[CH:18][CH:19]=[CH:20][CH:21]=2)=[S:25])=[N:9]1)([CH3:4])([CH3:2])[CH3:3].